From a dataset of Forward reaction prediction with 1.9M reactions from USPTO patents (1976-2016). Predict the product of the given reaction. (1) Given the reactants O=[CH:2][CH:3]([C:9]1[CH:14]=[CH:13][CH:12]=[CH:11][CH:10]=1)[C:4]([O:6][CH2:7][CH3:8])=[O:5].[Br:15][C:16]1[CH:22]=[CH:21][C:19]([NH2:20])=[CH:18][CH:17]=1, predict the reaction product. The product is: [Br:15][C:16]1[CH:22]=[CH:21][C:19]([N:20]=[CH:2][CH:3]([C:9]2[CH:14]=[CH:13][CH:12]=[CH:11][CH:10]=2)[C:4]([O:6][CH2:7][CH3:8])=[O:5])=[CH:18][CH:17]=1. (2) Given the reactants [F:1][C:2]1[CH:30]=[CH:29][CH:28]=[C:27]([F:31])[C:3]=1[CH2:4][O:5][C:6]1[C:7]2[N:8]([C:18]([C:22]([O:24][CH2:25][CH3:26])=[O:23])=[C:19]([CH3:21])[N:20]=2)[CH:9]=[C:10]([C:12]#[C:13][Si](C)(C)C)[CH:11]=1.C(=O)([O-])[O-].[K+].[K+], predict the reaction product. The product is: [F:1][C:2]1[CH:30]=[CH:29][CH:28]=[C:27]([F:31])[C:3]=1[CH2:4][O:5][C:6]1[C:7]2[N:8]([C:18]([C:22]([O:24][CH2:25][CH3:26])=[O:23])=[C:19]([CH3:21])[N:20]=2)[CH:9]=[C:10]([C:12]#[CH:13])[CH:11]=1. (3) Given the reactants [CH3:1][S:2](Cl)(=[O:4])=[O:3].[F:6][C:7]1[N:12]=[CH:11][C:10]([CH2:13][OH:14])=[CH:9][CH:8]=1.C(N(CC)CC)C, predict the reaction product. The product is: [CH3:1][S:2]([O:14][CH2:13][C:10]1[CH:11]=[N:12][C:7]([F:6])=[CH:8][CH:9]=1)(=[O:4])=[O:3]. (4) Given the reactants [C:1]([N:4]1[CH2:9][CH2:8][CH:7]([CH2:10][C:11]([NH:13][C:14]2[CH:19]=[CH:18][C:17](Br)=[CH:16][CH:15]=2)=[O:12])[CH2:6][CH2:5]1)(=[O:3])[CH3:2].[F:21][C:22]1[CH:27]=[CH:26][CH:25]=[CH:24][C:23]=1B(O)O, predict the reaction product. The product is: [C:1]([N:4]1[CH2:9][CH2:8][CH:7]([CH2:10][C:11]([NH:13][C:14]2[CH:19]=[CH:18][C:17]([C:23]3[CH:24]=[CH:25][CH:26]=[CH:27][C:22]=3[F:21])=[CH:16][CH:15]=2)=[O:12])[CH2:6][CH2:5]1)(=[O:3])[CH3:2]. (5) Given the reactants [CH3:1][C:2]1[CH:10]=[CH:9][CH:8]=[CH:7][C:3]=1[C:4](O)=[O:5].[CH3:11]CN=C=NCCCN(C)C.Cl.Cl.[CH3:24][N:25](C)[OH:26], predict the reaction product. The product is: [CH3:11][O:26][N:25]([CH3:24])[C:4](=[O:5])[C:3]1[CH:7]=[CH:8][CH:9]=[CH:10][C:2]=1[CH3:1].